From a dataset of Full USPTO retrosynthesis dataset with 1.9M reactions from patents (1976-2016). Predict the reactants needed to synthesize the given product. (1) Given the product [CH3:24][S:25]([O:16][CH:14]1[CH2:15][CH:12]([CH2:11][N:8]2[CH2:7][CH2:6][N:5]([S:2]([CH3:1])(=[O:3])=[O:4])[CH2:10][CH2:9]2)[CH2:13]1)(=[O:27])=[O:26], predict the reactants needed to synthesize it. The reactants are: [CH3:1][S:2]([N:5]1[CH2:10][CH2:9][N:8]([CH2:11][C@@H:12]2[CH2:15][C@H:14]([OH:16])[CH2:13]2)[CH2:7][CH2:6]1)(=[O:4])=[O:3].C(N(CC)CC)C.[CH3:24][S:25](Cl)(=[O:27])=[O:26].O. (2) The reactants are: Cl.[CH3:2][C:3]1[O:7][N:6]=[CH:5][C:4]=1[NH2:8].[F:9][C:10]1[CH:15]=[CH:14][C:13]([CH2:16][C:17](Cl)=[O:18])=[CH:12][CH:11]=1. Given the product [F:9][C:10]1[CH:15]=[CH:14][C:13]([CH2:16][C:17]([NH:8][C:4]2[CH:5]=[N:6][O:7][C:3]=2[CH3:2])=[O:18])=[CH:12][CH:11]=1, predict the reactants needed to synthesize it. (3) Given the product [CH3:8][C:7]1[S:6][C:5]([C:9]2[CH:14]=[CH:13][CH:12]=[CH:11][CH:10]=2)=[N:4][C:3]=1[CH2:2][O:15][C:16]1[CH:17]=[CH:18][C:19]([CH2:20][O:21]/[N:22]=[C:23](/[C:30]2[CH:31]=[CH:32][CH:33]=[CH:34][CH:35]=2)\[CH2:24][CH2:25][C:26]([O:28][CH3:29])=[O:27])=[CH:36][CH:37]=1, predict the reactants needed to synthesize it. The reactants are: Cl[CH2:2][C:3]1[N:4]=[C:5]([C:9]2[CH:14]=[CH:13][CH:12]=[CH:11][CH:10]=2)[S:6][C:7]=1[CH3:8].[OH:15][C:16]1[CH:37]=[CH:36][C:19]([CH2:20][O:21]/[N:22]=[C:23](/[C:30]2[CH:35]=[CH:34][CH:33]=[CH:32][CH:31]=2)\[CH2:24][CH2:25][C:26]([O:28][CH3:29])=[O:27])=[CH:18][CH:17]=1.C(=O)([O-])[O-].[K+].[K+].O. (4) Given the product [CH2:12]([O:11][C:9](=[O:10])[C:7]1[CH:8]=[C:3]([C:1]#[N:2])[C:4]([N:16]2[CH2:19][CH:18]([C:20](=[O:21])[NH:34][S:31]([CH2:30][C:27]3[CH:28]=[CH:29][C:24]([F:23])=[CH:25][CH:26]=3)(=[O:33])=[O:32])[CH2:17]2)=[N:5][C:6]=1[O:14][CH3:15])[CH3:13], predict the reactants needed to synthesize it. The reactants are: [C:1]([C:3]1[C:4]([N:16]2[CH2:19][CH:18]([C:20](O)=[O:21])[CH2:17]2)=[N:5][C:6]([O:14][CH3:15])=[C:7]([C:9]([O:11][CH2:12][CH3:13])=[O:10])[CH:8]=1)#[N:2].[F:23][C:24]1[CH:29]=[CH:28][C:27]([CH2:30][S:31]([NH2:34])(=[O:33])=[O:32])=[CH:26][CH:25]=1. (5) Given the product [NH2:35][CH2:34][C:32]1[CH:31]=[CH:30][C:29]([OH:36])=[C:28]([C:11]2[C:12]([OH:27])=[C:13]([C:15]3[NH:19][C:18]4[CH:20]=[CH:21][C:22]([C:24](=[NH:25])[NH2:26])=[CH:23][C:17]=4[N:16]=3)[CH:14]=[C:9]([C:4]([CH2:5][OH:6])([CH2:7][OH:8])[C:3]([OH:37])=[O:2])[CH:10]=2)[CH:33]=1, predict the reactants needed to synthesize it. The reactants are: C[O:2][C:3](=[O:37])[C:4]([C:9]1[CH:10]=[C:11]([C:28]2[CH:33]=[C:32]([CH2:34][NH2:35])[CH:31]=[CH:30][C:29]=2[OH:36])[C:12]([OH:27])=[C:13]([C:15]2[NH:19][C:18]3[CH:20]=[CH:21][C:22]([C:24](=[NH:26])[NH2:25])=[CH:23][C:17]=3[N:16]=2)[CH:14]=1)([CH2:7][OH:8])[CH2:5][OH:6].Cl. (6) Given the product [CH2:1]([C@@H:8]1[CH2:9][N:10]([C:39]([O:41][C:42]([CH3:45])([CH3:43])[CH3:44])=[O:40])[CH2:11][CH2:12][N:13]1[C:14]([C:16]1[C:20]([C:21]2[CH:22]=[CH:23][CH:24]=[CH:25][CH:26]=2)=[C:19]([C:27]2[CH:28]=[CH:29][CH:30]=[CH:31][CH:32]=2)[N:18]([CH2:33][C:34]([OH:36])=[O:35])[N:17]=1)=[O:15])[C:2]1[CH:7]=[CH:6][CH:5]=[CH:4][CH:3]=1, predict the reactants needed to synthesize it. The reactants are: [CH2:1]([C@H:8]1[N:13]([C:14]([C:16]2[C:20]([C:21]3[CH:26]=[CH:25][CH:24]=[CH:23][CH:22]=3)=[C:19]([C:27]3[CH:32]=[CH:31][CH:30]=[CH:29][CH:28]=3)[N:18]([CH2:33][C:34]([O:36]CC)=[O:35])[N:17]=2)=[O:15])[CH2:12][CH2:11][N:10]([C:39]([O:41][C:42]([CH3:45])([CH3:44])[CH3:43])=[O:40])[CH2:9]1)[C:2]1[CH:7]=[CH:6][CH:5]=[CH:4][CH:3]=1.[OH-].[Na+].Cl. (7) The reactants are: FC(F)(F)C(OC(=O)C(F)(F)F)=O.[CH3:14][C:15]([CH3:17])=O.[OH:18][C:19]1[CH:27]=[CH:26][C:25]([OH:28])=[CH:24][C:20]=1[C:21]([OH:23])=[O:22].FC(F)(F)C(O)=O. Given the product [OH:28][C:25]1[CH:26]=[CH:27][C:19]2[O:18][C:15]([CH3:17])([CH3:14])[O:22][C:21](=[O:23])[C:20]=2[CH:24]=1, predict the reactants needed to synthesize it. (8) Given the product [CH3:1][O:2][C:3]1[CH:8]=[C:7]([C:9]2[CH:14]=[CH:13][CH:12]=[CH:11][CH:10]=2)[C:6]2[S:17][C:16]([NH2:18])=[N:15][C:5]=2[CH:4]=1, predict the reactants needed to synthesize it. The reactants are: [CH3:1][O:2][C:3]1[CH:4]=[C:5]([NH:15][C:16]([NH2:18])=[S:17])[CH:6]=[C:7]([C:9]2[CH:14]=[CH:13][CH:12]=[CH:11][CH:10]=2)[CH:8]=1.BrBr. (9) Given the product [CH2:1]([C:3]1[C:4]2[C:12](=[O:14])[N:25]([CH2:24][CH2:23][CH2:22][N:21]3[C:17]([CH3:16])=[CH:18][N:19]=[CH:20]3)[C:10](=[S:11])[NH:9][C:5]=2[S:6][C:7]=1[CH3:8])[CH3:2], predict the reactants needed to synthesize it. The reactants are: [CH2:1]([C:3]1[C:4]([C:12]([O:14]C)=O)=[C:5]([N:9]=[C:10]=[S:11])[S:6][C:7]=1[CH3:8])[CH3:2].[CH3:16][C:17]1[N:21]([CH2:22][CH2:23][CH2:24][NH2:25])[CH:20]=[N:19][CH:18]=1.